From a dataset of Catalyst prediction with 721,799 reactions and 888 catalyst types from USPTO. Predict which catalyst facilitates the given reaction. (1) Reactant: [Cl:1][CH2:2][C:3](=[CH2:40])[CH2:4][O:5][C:6]1[CH:39]=[CH:38][C:9]([CH2:10][NH:11][C:12]2[N:17]=[C:16]([O:18][CH2:19][C:20]([F:23])([F:22])[F:21])[N:15]=[C:14]([NH:24][C:25]3[CH:37]=[CH:36][C:28]([C:29]([O:31]C(C)(C)C)=[O:30])=[CH:27][CH:26]=3)[N:13]=2)=[CH:8][CH:7]=1.C(O)(C(F)(F)F)=O. Product: [Cl:1][CH2:2][C:3](=[CH2:40])[CH2:4][O:5][C:6]1[CH:7]=[CH:8][C:9]([CH2:10][NH:11][C:12]2[N:17]=[C:16]([O:18][CH2:19][C:20]([F:23])([F:22])[F:21])[N:15]=[C:14]([NH:24][C:25]3[CH:26]=[CH:27][C:28]([C:29]([OH:31])=[O:30])=[CH:36][CH:37]=3)[N:13]=2)=[CH:38][CH:39]=1. The catalyst class is: 2. (2) Reactant: C([O:14][C:15](=[O:76])[C@@H:16]([O:41]/[N:42]=[C:43](/[C:63]1[N:64]=[C:65]([NH:68]C(OC(C)(C)C)=O)[S:66][CH:67]=1)\[C:44]([NH:46][C@H:47]1[C@@H:50]([CH2:51][N:52]2[CH2:56][CH2:55][O:54][C:53]2=[O:57])[N:49]([S:58]([OH:61])(=[O:60])=[O:59])[C:48]1=[O:62])=[O:45])[CH2:17][O:18][C:19]1[CH:24]=[CH:23][C:22]([C:25](=[NH:40])[NH:26][CH:27]2[CH2:32][CH2:31][N:30](C(OC(C)(C)C)=O)[CH2:29][CH2:28]2)=[CH:21][CH:20]=1)(C1C=CC=CC=1)C1C=CC=CC=1.C(O)(C(F)(F)F)=O. Product: [NH2:68][C:65]1[S:66][CH:67]=[C:63](/[C:43](=[N:42]/[O:41][C@@H:16]([CH2:17][O:18][C:19]2[CH:24]=[CH:23][C:22]([C:25](=[NH:40])[NH:26][CH:27]3[CH2:32][CH2:31][NH:30][CH2:29][CH2:28]3)=[CH:21][CH:20]=2)[C:15]([OH:76])=[O:14])/[C:44](=[O:45])[NH:46][C@H:47]2[C@@H:50]([CH2:51][N:52]3[CH2:56][CH2:55][O:54][C:53]3=[O:57])[N:49]([S:58]([OH:61])(=[O:59])=[O:60])[C:48]2=[O:62])[N:64]=1. The catalyst class is: 2. (3) Reactant: [Br:1][C:2]1[CH:3]=[C:4]([CH:9]([NH2:11])[CH3:10])[CH:5]=[C:6]([Cl:8])[CH:7]=1.[C:12](O[C:12]([O:14][C:15]([CH3:18])([CH3:17])[CH3:16])=[O:13])([O:14][C:15]([CH3:18])([CH3:17])[CH3:16])=[O:13].C(N(CC)CC)C. Product: [Br:1][C:2]1[CH:3]=[C:4]([CH:9]([NH:11][C:12](=[O:13])[O:14][C:15]([CH3:18])([CH3:17])[CH3:16])[CH3:10])[CH:5]=[C:6]([Cl:8])[CH:7]=1. The catalyst class is: 2. (4) The catalyst class is: 4. Product: [CH2:17]([C:13]1[C:14](=[O:16])[NH:15][C:10]([C:8]2[S:9][C:5]([CH2:4][O:3][CH2:1][CH3:2])=[CH:6][CH:7]=2)=[N:11][C:12]=1[CH3:19])[CH3:18]. Reactant: [CH2:1]([O:3][CH:4](OCC)[C:5]1[S:9][C:8]([C:10]2[NH:15][C:14](=[O:16])[C:13]([CH2:17][CH3:18])=[C:12]([CH3:19])[N:11]=2)=[CH:7][CH:6]=1)[CH3:2].C([SiH](CC)CC)C.C(=O)([O-])O.[Na+].O. (5) Reactant: ClCCCl.[CH:5]([C:7]1[C:12]([O:13][CH3:14])=[CH:11][C:10]([C:15]([F:18])([F:17])[F:16])=[CH:9][C:8]=1[C:19]1[CH:24]=[CH:23][C:22]([C:25]([O:27][CH3:28])=[O:26])=[CH:21][CH:20]=1)=O.[Cl:29][C:30]1[CH:35]=[C:34]([NH2:36])[CH:33]=[CH:32][C:31]=1[C:37]1[CH:42]=[CH:41][C:40]([Cl:43])=[CH:39][CH:38]=1. Product: [Cl:29][C:30]1[CH:35]=[C:34]([NH:36][CH2:5][C:7]2[C:12]([O:13][CH3:14])=[CH:11][C:10]([C:15]([F:16])([F:17])[F:18])=[CH:9][C:8]=2[C:19]2[CH:24]=[CH:23][C:22]([C:25]([O:27][CH3:28])=[O:26])=[CH:21][CH:20]=2)[CH:33]=[CH:32][C:31]=1[C:37]1[CH:42]=[CH:41][C:40]([Cl:43])=[CH:39][CH:38]=1. The catalyst class is: 2. (6) Reactant: [Li+:1].C[Si]([N-][Si](C)(C)C)(C)C.[C:11]([C:14]1[O:15][CH:16]=[CH:17][CH:18]=1)(=[O:13])[CH3:12].[C:19]([O:23][C:24](=[O:32])[C:25](OC(C)(C)C)=[O:26])([CH3:22])([CH3:21])[CH3:20]. Product: [C:19]([O:23][C:24](=[O:32])[C:25]([O-:26])=[CH:12][C:11]([C:14]1[O:15][CH:16]=[CH:17][CH:18]=1)=[O:13])([CH3:22])([CH3:21])[CH3:20].[Li+:1]. The catalyst class is: 28. (7) Reactant: [C:1]1([O-:11])[C:10]2[C:5](=[CH:6][CH:7]=[CH:8][CH:9]=2)[CH:4]=[CH:3][CH:2]=1.[Na+:12].C(C1C=C(C)C(S([O:27][CH2:28][CH2:29][F:30])(=O)=O)=C(C)C=1)(C)(C)C.CCCCCC.CCOCC. Product: [C:1]1([O-:11])[C:10]2[C:5](=[CH:6][CH:7]=[CH:8][CH:9]=2)[CH:4]=[CH:3][CH:2]=1.[Na+:12].[F:30][CH2:29][CH2:28][O:27][C:2]1[CH:3]=[CH:4][C:5]2[C:10](=[CH:9][CH:8]=[CH:7][CH:6]=2)[C:1]=1[OH:11]. The catalyst class is: 16. (8) Reactant: [NH:1]1[CH2:5][CH2:4][CH2:3][CH2:2]1.C(N(CC)CC)C.[CH3:13][S:14](Cl)(=[O:16])=[O:15]. Product: [CH3:13][S:14]([N:1]1[CH2:5][CH2:4][CH2:3][CH2:2]1)(=[O:16])=[O:15]. The catalyst class is: 4. (9) Reactant: [Br:1][C:2]1[CH:9]=[CH:8][C:7]([C:10]([F:13])([F:12])[F:11])=[CH:6][C:3]=1[CH:4]=[O:5].[CH3:14][Mg]I. Product: [Br:1][C:2]1[CH:9]=[CH:8][C:7]([C:10]([F:11])([F:12])[F:13])=[CH:6][C:3]=1[CH:4]([OH:5])[CH3:14]. The catalyst class is: 1.